From a dataset of Forward reaction prediction with 1.9M reactions from USPTO patents (1976-2016). Predict the product of the given reaction. (1) Given the reactants Br[C:2]1[CH:7]=[CH:6][N:5]=[C:4]2[N:8]([CH3:22])[CH:9]=[C:10]([C:11]3[CH:19]=[C:18]4[C:14]([CH2:15][CH:16]([CH3:21])[N:17]4[CH3:20])=[CH:13][CH:12]=3)[C:3]=12.[CH3:23][N:24]1[CH:28]=[CH:27][C:26]([S:29]([NH2:32])(=[O:31])=[O:30])=[N:25]1.CC1(C)C2C(=C(P(C3C=CC=CC=3)C3C=CC=CC=3)C=CC=2)OC2C(P(C3C=CC=CC=3)C3C=CC=CC=3)=CC=CC1=2.C(=O)([O-])[O-].[Cs+].[Cs+], predict the reaction product. The product is: [CH3:20][N:17]1[C:18]2[C:14](=[CH:13][CH:12]=[C:11]([C:10]3[C:3]4[C:4](=[N:5][CH:6]=[CH:7][C:2]=4[NH:32][S:29]([C:26]4[CH:27]=[CH:28][N:24]([CH3:23])[N:25]=4)(=[O:31])=[O:30])[N:8]([CH3:22])[CH:9]=3)[CH:19]=2)[CH2:15][CH:16]1[CH3:21]. (2) The product is: [CH3:10][C:8]1[CH:9]=[C:2]2[C:3]([CH:4]=[C:14]([C:15]([O:17][CH2:18][CH3:19])=[O:16])[CH:13]([C:12]([F:11])([F:21])[F:20])[O:1]2)=[CH:6][CH:7]=1. Given the reactants [OH:1][C:2]1[CH:9]=[C:8]([CH3:10])[CH:7]=[CH:6][C:3]=1[CH:4]=O.[F:11][C:12]([F:21])([F:20])/[CH:13]=[CH:14]/[C:15]([O:17][CH2:18][CH3:19])=[O:16].CCN(CC)CC.C([O-])([O-])=O.[K+].[K+], predict the reaction product. (3) Given the reactants Cl[C:2]1[N:7]2[N:8]=[C:9]([CH:11]3[CH2:13][CH2:12]3)[N:10]=[C:6]2[C:5]2[CH:14]=[C:15]([Cl:18])[CH:16]=[N:17][C:4]=2[N:3]=1.[N:19]1(C(OC(C)(C)C)=O)[CH2:24][CH2:23][NH:22][CH2:21][CH2:20]1.C(O)(C(F)(F)F)=O, predict the reaction product. The product is: [Cl:18][C:15]1[CH:16]=[N:17][C:4]2[N:3]=[C:2]([N:19]3[CH2:24][CH2:23][NH:22][CH2:21][CH2:20]3)[N:7]3[N:8]=[C:9]([CH:11]4[CH2:13][CH2:12]4)[N:10]=[C:6]3[C:5]=2[CH:14]=1. (4) Given the reactants [CH3:1][C:2]1[CH:3]=[CH:4][C:5]2[O:9][C:8](/[C:10](/[C:17]3[CH:22]=[CH:21][CH:20]=[CH:19][CH:18]=3)=[CH:11]\[C:12]([O:14]CC)=[O:13])=[CH:7][C:6]=2[CH:23]=1.CC1C=CC2OC(/C(/C3C=CC=CC=3)=C/C(OCC)=O)=CC=2C=1.CC1C=CC2OC(/C(/C3C=CC=CC=3)=C\C(O)=O)=CC=2C=1, predict the reaction product. The product is: [CH3:1][C:2]1[CH:3]=[CH:4][C:5]2[O:9][C:8](/[C:10](/[C:17]3[CH:22]=[CH:21][CH:20]=[CH:19][CH:18]=3)=[CH:11]/[C:12]([OH:14])=[O:13])=[CH:7][C:6]=2[CH:23]=1. (5) Given the reactants [Br:1][C:2]1[C:3]([Cl:11])=[C:4]([CH:8]=[CH:9][CH:10]=1)[C:5](O)=[O:6].Cl.[CH3:13][NH:14][O:15][CH3:16].CCN=C=NCCCN(C)C.Cl.N1C=CC=CC=1, predict the reaction product. The product is: [Br:1][C:2]1[C:3]([Cl:11])=[C:4]([CH:8]=[CH:9][CH:10]=1)[C:5]([N:14]([O:15][CH3:16])[CH3:13])=[O:6]. (6) Given the reactants [C:1]1([C:7]2[CH:8]=[CH:9][C:10]([NH2:13])=[N:11][CH:12]=2)[CH:6]=[CH:5][CH:4]=[CH:3][CH:2]=1.[N:14]1[CH:19]=[CH:18][C:17]([C:20](=O)[CH2:21][C:22](OCC)=[O:23])=[CH:16][CH:15]=1.C([O-])(=O)C.[NH4+], predict the reaction product. The product is: [C:1]1([C:7]2[CH:8]=[CH:9][C:10]3[N:11]([CH:12]=2)[C:22](=[O:23])[CH:21]=[C:20]([C:17]2[CH:18]=[CH:19][N:14]=[CH:15][CH:16]=2)[N:13]=3)[CH:2]=[CH:3][CH:4]=[CH:5][CH:6]=1.